Dataset: Catalyst prediction with 721,799 reactions and 888 catalyst types from USPTO. Task: Predict which catalyst facilitates the given reaction. (1) Reactant: [S-:1][C:2]#[N:3].[NH4+].[Cl:5][C:6]1[CH:7]=[C:8]([CH:10]=[C:11]([Cl:13])[CH:12]=1)[NH2:9].[O:14]=[C:15]1[C:23]2[C:18](=[CH:19][CH:20]=[CH:21][CH:22]=2)[C:17](=[O:24])[N:16]1[CH2:25][C:26](Cl)=[O:27]. Product: [Cl:5][C:6]1[CH:7]=[C:8]([NH:9][C:2]([NH:3][C:26](=[O:27])[CH2:25][N:16]2[C:17](=[O:24])[C:18]3[C:23](=[CH:22][CH:21]=[CH:20][CH:19]=3)[C:15]2=[O:14])=[S:1])[CH:10]=[C:11]([Cl:13])[CH:12]=1. The catalyst class is: 21. (2) The catalyst class is: 103. Reactant: [CH2:1]([S:8][C:9]1[CH:18]=[C:17]2[C:12]([C:13](Cl)=[N:14][CH:15]=[N:16]2)=[CH:11][CH:10]=1)[C:2]1[CH:7]=[CH:6][CH:5]=[CH:4][CH:3]=1.[Br:20][C:21]1[C:26]([Cl:27])=[CH:25][C:24](B2OC(C)(C)C(C)(C)O2)=[C:23]([O:37][CH3:38])[CH:22]=1.C(=O)([O-])[O-].[K+].[K+].O1CCOCC1. Product: [CH2:1]([S:8][C:9]1[CH:18]=[C:17]2[C:12]([C:13]([C:24]3[CH:25]=[C:26]([Cl:27])[C:21]([Br:20])=[CH:22][C:23]=3[O:37][CH3:38])=[N:14][CH:15]=[N:16]2)=[CH:11][CH:10]=1)[C:2]1[CH:7]=[CH:6][CH:5]=[CH:4][CH:3]=1. (3) Reactant: C1([C:7]2[CH:12]=[CH:11][CH:10]=[CH:9][C:8]=2[CH:13]([NH:23][C:24]([NH:26][C:27]2[CH:32]=[C:31]([C:33]([F:36])([F:35])[F:34])[CH:30]=[C:29]([O:37][CH3:38])[CH:28]=2)=[O:25])[C:14]2[CH:22]=[CH:21][C:17]([C:18](O)=[O:19])=[CH:16][CH:15]=2)CCCCC1.[CH:39]1[CH:40]=[CH:41][C:42]2N(O)N=N[C:43]=2[CH:44]=1.CCN=C=NCCCN(C)C.[CH2:60]([O:62][C:63](=[O:68])[C@H:64]([OH:67])[CH2:65][NH2:66])[CH3:61].C(N(C(C)C)CC)(C)C. Product: [CH2:60]([O:62][C:63](=[O:68])[C@H:64]([OH:67])[CH2:65][NH:66][C:18](=[O:19])[C:17]1[CH:21]=[CH:22][C:14]([CH:13]([NH:23][C:24]([NH:26][C:27]2[CH:32]=[C:31]([C:33]([F:34])([F:35])[F:36])[CH:30]=[C:29]([O:37][CH3:38])[CH:28]=2)=[O:25])[C:8]2[CH:9]=[CH:10][C:11]([CH:39]3[CH2:40][CH2:41][CH2:42][CH2:43][CH2:44]3)=[CH:12][CH:7]=2)=[CH:15][CH:16]=1)[CH3:61]. The catalyst class is: 248.